This data is from Forward reaction prediction with 1.9M reactions from USPTO patents (1976-2016). The task is: Predict the product of the given reaction. (1) The product is: [CH:1]1[CH:6]=[N:5][C:4]([N:7]2[CH2:12][CH2:11][N:10]([CH2:13][CH2:14][CH2:15][CH2:16][N:17]3[C:27](=[O:28])[CH:26]([OH:36])[C:21]4([CH2:22][CH2:23][CH2:24][CH2:25]4)[CH2:20][C:18]3=[O:19])[CH2:9][CH2:8]2)=[N:3][CH:2]=1. Given the reactants [CH:1]1[CH:2]=[N:3][C:4]([N:7]2[CH2:12][CH2:11][N:10]([CH2:13][CH2:14][CH2:15][CH2:16][N:17]3[C:27](=[O:28])[CH2:26][C:21]4([CH2:25][CH2:24][CH2:23][CH2:22]4)[CH2:20][C:18]3=[O:19])[CH2:9][CH2:8]2)=[N:5][CH:6]=1.C1(S(N2C(C3C=CC=CC=3)O2)(=O)=[O:36])C=CC=CC=1.C(Cl)Cl.CO.[NH4+].[OH-], predict the reaction product. (2) The product is: [CH:23]1([C:21]([N:18]2[CH2:19][CH2:20][CH:16]([CH2:15][N:9]3[C:10]([CH3:14])=[C:11]([CH3:13])[N:12]=[C:8]3[C:5]3[CH:6]=[CH:7][C:2]([C:30]4[CH:31]=[CH:32][C:27]([F:26])=[CH:28][CH:29]=4)=[CH:3][CH:4]=3)[CH2:17]2)=[O:22])[CH2:25][CH2:24]1. Given the reactants Br[C:2]1[CH:7]=[CH:6][C:5]([C:8]2[N:9]([CH2:15][CH:16]3[CH2:20][CH2:19][N:18]([C:21]([CH:23]4[CH2:25][CH2:24]4)=[O:22])[CH2:17]3)[C:10]([CH3:14])=[C:11]([CH3:13])[N:12]=2)=[CH:4][CH:3]=1.[F:26][C:27]1[CH:32]=[CH:31][C:30](B(O)O)=[CH:29][CH:28]=1.C([O-])([O-])=O.[Na+].[Na+], predict the reaction product. (3) The product is: [NH2:1][C:2]1[CH:7]=[CH:6][C:5]([C:8]2[C:9]([NH2:24])=[N:10][C:11]([NH2:23])=[N:12][C:13]=2[CH2:14][O:15][CH2:16][C:17]2[CH:22]=[CH:21][CH:20]=[CH:19][CH:18]=2)=[CH:4][C:3]=1[CH2:33][CH3:34]. Given the reactants [NH2:1][C:2]1[CH:7]=[CH:6][C:5]([C:8]2[C:9]([NH2:24])=[N:10][C:11]([NH2:23])=[N:12][C:13]=2[CH2:14][O:15][CH2:16][C:17]2[CH:22]=[CH:21][CH:20]=[CH:19][CH:18]=2)=[CH:4][C:3]=1Br.C([O-])([O-])=O.[Cs+].[Cs+].B(CC)(CC)[CH2:33][CH3:34].CCCCCC, predict the reaction product. (4) Given the reactants [F:1][C:2]1[C:3]([O:45][CH3:46])=[CH:4][CH:5]=[C:6]2[C:11]=1[N:10]=[C:9]([C:12]1[S:13][CH:14]=[C:15]([CH:17]([CH3:19])[CH3:18])[N:16]=1)[CH:8]=[C:7]2[O:20][CH:21]1[CH2:38][CH:37]2[CH:23]([C:24](=[O:44])[N:25]([CH3:43])[CH2:26][CH2:27][CH2:28][CH2:29][CH:30]=[CH:31][CH:32]3[C:34]([C:40](O)=[O:41])([NH:35][C:36]2=[O:39])[CH2:33]3)[CH2:22]1.[CH:47]1([S:50]([NH2:53])(=[O:52])=[O:51])[CH2:49][CH2:48]1.ClC1C(OC)=CC=C2C=1N=C(C1SC=C(C(C)C)N=1)C=C2OC1CC2C(C(=O)N(C)CCCCC=CC3C(C(NS(C4CC4)(=O)=O)=O)(NC2=O)C3)C1, predict the reaction product. The product is: [F:1][C:2]1[C:3]([O:45][CH3:46])=[CH:4][CH:5]=[C:6]2[C:11]=1[N:10]=[C:9]([C:12]1[S:13][CH:14]=[C:15]([CH:17]([CH3:18])[CH3:19])[N:16]=1)[CH:8]=[C:7]2[O:20][CH:21]1[CH2:38][CH:37]2[CH:23]([C:24](=[O:44])[N:25]([CH3:43])[CH2:26][CH2:27][CH2:28][CH2:29][CH:30]=[CH:31][CH:32]3[C:34]([C:40]([NH:53][S:50]([CH:47]4[CH2:49][CH2:48]4)(=[O:52])=[O:51])=[O:41])([NH:35][C:36]2=[O:39])[CH2:33]3)[CH2:22]1. (5) The product is: [F:29][C:28]([F:31])([F:30])[S:25]([O:16][CH:3]([CH2:4][NH:5][C:6]([O:7][CH2:8][C:9]1[CH:10]=[CH:11][CH:12]=[CH:13][CH:14]=1)=[O:15])[CH:2]([F:17])[F:1])(=[O:27])=[O:26]. Given the reactants [F:1][CH:2]([F:17])[CH:3]([OH:16])[CH2:4][NH:5][C:6](=[O:15])[O:7][CH2:8][C:9]1[CH:14]=[CH:13][CH:12]=[CH:11][CH:10]=1.C(N(CC)CC)C.[S:25](O[S:25]([C:28]([F:31])([F:30])[F:29])(=[O:27])=[O:26])([C:28]([F:31])([F:30])[F:29])(=[O:27])=[O:26], predict the reaction product.